From a dataset of Reaction yield outcomes from USPTO patents with 853,638 reactions. Predict the reaction yield, written as a fraction of the theoretical maximum amount of product (1.0 means a 100% yield; for example, 0.34 means a 34% yield). The reactants are [C:1]1(=[O:8])O[C:5](=[O:6])[CH:4]=[C:2]1[CH3:3].[NH2:9][C:10]1[CH:15]=[CH:14][C:13]([Br:16])=[CH:12][N:11]=1. The catalyst is C1(C)C=CC=CC=1. The product is [Br:16][C:13]1[CH:14]=[CH:15][C:10]([N:9]2[C:5](=[O:6])[CH:4]=[C:2]([CH3:3])[C:1]2=[O:8])=[N:11][CH:12]=1. The yield is 0.710.